This data is from Catalyst prediction with 721,799 reactions and 888 catalyst types from USPTO. The task is: Predict which catalyst facilitates the given reaction. (1) Reactant: [N+:1]([C:4]1[CH:9]=[CH:8][CH:7]=[CH:6][C:5]=1[OH:10])([O-:3])=[O:2].[CH3:11][C:12]([CH3:14])=O.ICC=C.C(=O)([O-])[O-].[K+].[K+]. Product: [CH2:14]([O:10][C:5]1[CH:6]=[CH:7][CH:8]=[CH:9][C:4]=1[N+:1]([O-:3])=[O:2])[CH:12]=[CH2:11]. The catalyst class is: 6. (2) Reactant: [Br:1][C:2]1[CH:7]=[CH:6][C:5]([CH2:8][C:9]([O:11][CH3:12])=[O:10])=[CH:4][CH:3]=1.[CH3:13][C:14]([O-])(C)[CH3:15].[K+].IC(C)C. Product: [Br:1][C:2]1[CH:3]=[CH:4][C:5]([CH:8]([CH:14]([CH3:15])[CH3:13])[C:9]([O:11][CH3:12])=[O:10])=[CH:6][CH:7]=1. The catalyst class is: 3. (3) Reactant: C(OC(=O)[NH:7][C:8]1[CH:13]=[CH:12][CH:11]=[CH:10][C:9]=1[NH:14][C:15](=[O:38])/[CH:16]=[CH:17]/[C:18]1[CH:22]=[CH:21][N:20]([S:23]([C:26]2[CH:31]=[CH:30][C:29]([C:32]3[CH:37]=[CH:36][CH:35]=[CH:34][CH:33]=3)=[CH:28][CH:27]=2)(=[O:25])=[O:24])[CH:19]=1)(C)(C)C.C(O)(C(F)(F)F)=O. Product: [NH2:7][C:8]1[CH:13]=[CH:12][CH:11]=[CH:10][C:9]=1[NH:14][C:15](=[O:38])/[CH:16]=[CH:17]/[C:18]1[CH:22]=[CH:21][N:20]([S:23]([C:26]2[CH:27]=[CH:28][C:29]([C:32]3[CH:37]=[CH:36][CH:35]=[CH:34][CH:33]=3)=[CH:30][CH:31]=2)(=[O:25])=[O:24])[CH:19]=1. The catalyst class is: 2. (4) Reactant: CO[C:3]([C:9]1[CH:14]=[CH:13][C:12]([O:15][C:16]2[CH:21]=[CH:20][CH:19]=[CH:18][CH:17]=2)=[CH:11][CH:10]=1)=[C:4]([C:7]#[N:8])[C:5]#[N:6].CCN(CC)CC.Cl.[CH:30]1([NH:36][NH2:37])[CH2:35][CH2:34][CH2:33][CH2:32][CH2:31]1. Product: [NH2:6][C:5]1[N:36]([CH:30]2[CH2:35][CH2:34][CH2:33][CH2:32][CH2:31]2)[N:37]=[C:3]([C:9]2[CH:14]=[CH:13][C:12]([O:15][C:16]3[CH:21]=[CH:20][CH:19]=[CH:18][CH:17]=3)=[CH:11][CH:10]=2)[C:4]=1[C:7]#[N:8]. The catalyst class is: 88. (5) Reactant: [OH:1][CH:2]([CH3:11])[CH2:3][N:4]1[C:8](=[O:9])[CH:7]=[CH:6][C:5]1=[O:10].C(O)(=O)CCCCCCCCC(O)=O.O.C1(C)C=CC(S(O)(=O)=O)=CC=1.C1(C)C=CC=CC=1. Product: [OH:1][CH:2]([CH3:11])[CH2:3][N:4]1[C:8](=[O:9])[CH:7]=[CH:6][C:5]1=[O:10].[C:5]1(=[O:10])[NH:4][C:8](=[O:9])[CH:7]=[CH:6]1. The catalyst class is: 13.